From a dataset of Catalyst prediction with 721,799 reactions and 888 catalyst types from USPTO. Predict which catalyst facilitates the given reaction. (1) Reactant: [CH3:1][O:2][C:3]1[CH:4]=[C:5]([CH2:11][C:12]([OH:14])=[O:13])[CH:6]=[CH:7][C:8]=1[O:9][CH3:10].[I:15]Cl.S(=O)(O)[O-].[Na+]. Product: [I:15][C:6]1[CH:7]=[C:8]([O:9][CH3:10])[C:3]([O:2][CH3:1])=[CH:4][C:5]=1[CH2:11][C:12]([OH:14])=[O:13]. The catalyst class is: 15. (2) Reactant: C([O:3][C:4]([C:6]1[CH:10]=[C:9]([C:11]2[CH:16]=[CH:15][N:14]=[C:13]([NH2:17])[N:12]=2)[O:8][C:7]=1[C:18]1[CH:23]=[CH:22][CH:21]=[CH:20][CH:19]=1)=[O:5])C.[OH-].[Na+].Cl. Product: [NH2:17][C:13]1[N:12]=[C:11]([C:9]2[O:8][C:7]([C:18]3[CH:23]=[CH:22][CH:21]=[CH:20][CH:19]=3)=[C:6]([C:4]([OH:5])=[O:3])[CH:10]=2)[CH:16]=[CH:15][N:14]=1. The catalyst class is: 315. (3) Reactant: Cl.[NH2:2][C@@H:3]1[CH2:8][CH2:7][C@H:6]([NH:9][C:10](=[O:27])[C:11]2[CH:16]=[C:15]([F:17])[CH:14]=[N:13][C:12]=2[O:18][C:19]2[CH:24]=[CH:23][CH:22]=[C:21]([S:25][CH3:26])[CH:20]=2)[CH2:5][CH2:4]1.C(N(CC)CC)C.[CH:35]1([C:40](O)=[O:41])[CH2:39][CH2:38][CH2:37][CH2:36]1.Cl.CN(C)CCCN=C=NCC.ON1C2C=CC=CC=2N=N1. Product: [CH:35]1([C:40]([NH:2][C@@H:3]2[CH2:8][CH2:7][C@H:6]([NH:9][C:10](=[O:27])[C:11]3[CH:16]=[C:15]([F:17])[CH:14]=[N:13][C:12]=3[O:18][C:19]3[CH:24]=[CH:23][CH:22]=[C:21]([S:25][CH3:26])[CH:20]=3)[CH2:5][CH2:4]2)=[O:41])[CH2:39][CH2:38][CH2:37][CH2:36]1. The catalyst class is: 9. (4) Reactant: Cl[C:2]1[C:7]([CH:8]([CH2:13][CH2:14][CH3:15])[C:9]([O:11][CH3:12])=[O:10])=[C:6]([CH3:16])[N:5]=[C:4]([C:17]2[CH:22]=[CH:21][CH:20]=[CH:19][CH:18]=2)[N:3]=1.C(N(CC)C(C)C)(C)C.[CH:32]([C:35]1[CH:40]=[CH:39][C:38](B(O)O)=[CH:37][CH:36]=1)([CH3:34])[CH3:33]. Product: [CH:32]([C:35]1[CH:40]=[CH:39][C:38]([C:2]2[C:7]([CH:8]([CH2:13][CH2:14][CH3:15])[C:9]([O:11][CH3:12])=[O:10])=[C:6]([CH3:16])[N:5]=[C:4]([C:17]3[CH:22]=[CH:21][CH:20]=[CH:19][CH:18]=3)[N:3]=2)=[CH:37][CH:36]=1)([CH3:34])[CH3:33]. The catalyst class is: 108. (5) Reactant: [CH3:1][NH:2][C:3]1[C:12]([N+:13]([O-])=O)=[CH:11][CH:10]=[C:9]2[C:4]=1[C:5](=[O:16])[NH:6][CH:7]=[N:8]2. Product: [NH2:13][C:12]1[C:3]([NH:2][CH3:1])=[C:4]2[C:9](=[CH:10][CH:11]=1)[N:8]=[CH:7][NH:6][C:5]2=[O:16]. The catalyst class is: 663.